From a dataset of Peptide-MHC class I binding affinity with 185,985 pairs from IEDB/IMGT. Regression. Given a peptide amino acid sequence and an MHC pseudo amino acid sequence, predict their binding affinity value. This is MHC class I binding data. (1) The peptide sequence is AQMVWIHGV. The MHC is HLA-A02:01 with pseudo-sequence HLA-A02:01. The binding affinity (normalized) is 0.949. (2) The peptide sequence is YGPDVEVNV. The MHC is HLA-B18:01 with pseudo-sequence HLA-B18:01. The binding affinity (normalized) is 0.0847. (3) The peptide sequence is GIPLYDAI. The MHC is Mamu-A02 with pseudo-sequence Mamu-A02. The binding affinity (normalized) is 0. (4) The peptide sequence is GEDVAPIEY. The MHC is HLA-A30:02 with pseudo-sequence HLA-A30:02. The binding affinity (normalized) is 0.115. (5) The peptide sequence is VMAKCPDRQA. The MHC is Mamu-A11 with pseudo-sequence Mamu-A11. The binding affinity (normalized) is 0. (6) The MHC is HLA-A01:01 with pseudo-sequence HLA-A01:01. The binding affinity (normalized) is 0.213. The peptide sequence is GTQDQSLYL. (7) The peptide sequence is YNAVLTHVK. The MHC is H-2-Kb with pseudo-sequence H-2-Kb. The binding affinity (normalized) is 0.